This data is from NCI-60 drug combinations with 297,098 pairs across 59 cell lines. The task is: Regression. Given two drug SMILES strings and cell line genomic features, predict the synergy score measuring deviation from expected non-interaction effect. (1) Cell line: MCF7. Synergy scores: CSS=34.9, Synergy_ZIP=0.777, Synergy_Bliss=0.0894, Synergy_Loewe=-25.1, Synergy_HSA=-1.04. Drug 2: CCCS(=O)(=O)NC1=C(C(=C(C=C1)F)C(=O)C2=CNC3=C2C=C(C=N3)C4=CC=C(C=C4)Cl)F. Drug 1: CC1=C2C(C(=O)C3(C(CC4C(C3C(C(C2(C)C)(CC1OC(=O)C(C(C5=CC=CC=C5)NC(=O)OC(C)(C)C)O)O)OC(=O)C6=CC=CC=C6)(CO4)OC(=O)C)OC)C)OC. (2) Drug 1: CN(C)C1=NC(=NC(=N1)N(C)C)N(C)C. Drug 2: C1=NC2=C(N=C(N=C2N1C3C(C(C(O3)CO)O)O)F)N. Cell line: SNB-75. Synergy scores: CSS=-0.636, Synergy_ZIP=0.925, Synergy_Bliss=0.653, Synergy_Loewe=-1.68, Synergy_HSA=-1.40. (3) Drug 1: C1CCC(CC1)NC(=O)N(CCCl)N=O. Drug 2: B(C(CC(C)C)NC(=O)C(CC1=CC=CC=C1)NC(=O)C2=NC=CN=C2)(O)O. Cell line: OVCAR3. Synergy scores: CSS=8.08, Synergy_ZIP=-4.82, Synergy_Bliss=-4.49, Synergy_Loewe=-8.96, Synergy_HSA=-5.58. (4) Synergy scores: CSS=69.6, Synergy_ZIP=0.411, Synergy_Bliss=1.91, Synergy_Loewe=-4.86, Synergy_HSA=4.19. Cell line: SF-539. Drug 2: C1CCC(C(C1)N)N.C(=O)(C(=O)[O-])[O-].[Pt+4]. Drug 1: CC1C(C(CC(O1)OC2CC(OC(C2O)C)OC3=CC4=CC5=C(C(=O)C(C(C5)C(C(=O)C(C(C)O)O)OC)OC6CC(C(C(O6)C)O)OC7CC(C(C(O7)C)O)OC8CC(C(C(O8)C)O)(C)O)C(=C4C(=C3C)O)O)O)O. (5) Drug 1: C1=CC(=CC=C1CC(C(=O)O)N)N(CCCl)CCCl.Cl. Cell line: OVCAR3. Synergy scores: CSS=50.5, Synergy_ZIP=3.39, Synergy_Bliss=5.27, Synergy_Loewe=-7.17, Synergy_HSA=7.17. Drug 2: CCC1=C2CN3C(=CC4=C(C3=O)COC(=O)C4(CC)O)C2=NC5=C1C=C(C=C5)O. (6) Drug 1: CCC1=CC2CC(C3=C(CN(C2)C1)C4=CC=CC=C4N3)(C5=C(C=C6C(=C5)C78CCN9C7C(C=CC9)(C(C(C8N6C)(C(=O)OC)O)OC(=O)C)CC)OC)C(=O)OC.C(C(C(=O)O)O)(C(=O)O)O. Drug 2: C1CC(=O)NC(=O)C1N2C(=O)C3=CC=CC=C3C2=O. Cell line: SN12C. Synergy scores: CSS=40.3, Synergy_ZIP=13.7, Synergy_Bliss=14.2, Synergy_Loewe=-29.4, Synergy_HSA=15.0. (7) Synergy scores: CSS=8.54, Synergy_ZIP=-14.5, Synergy_Bliss=-22.4, Synergy_Loewe=-39.8, Synergy_HSA=-23.3. Drug 1: CC12CCC3C(C1CCC2=O)CC(=C)C4=CC(=O)C=CC34C. Cell line: LOX IMVI. Drug 2: C(CN)CNCCSP(=O)(O)O. (8) Drug 1: C1CN(CCN1C(=O)CCBr)C(=O)CCBr. Drug 2: CC(C)NC(=O)C1=CC=C(C=C1)CNNC.Cl. Cell line: SF-268. Synergy scores: CSS=23.6, Synergy_ZIP=-2.27, Synergy_Bliss=-1.45, Synergy_Loewe=-3.82, Synergy_HSA=-0.782. (9) Drug 1: C1CNP(=O)(OC1)N(CCCl)CCCl. Drug 2: C(CN)CNCCSP(=O)(O)O. Cell line: M14. Synergy scores: CSS=6.31, Synergy_ZIP=-2.10, Synergy_Bliss=1.28, Synergy_Loewe=1.22, Synergy_HSA=2.41.